From a dataset of NCI-60 drug combinations with 297,098 pairs across 59 cell lines. Regression. Given two drug SMILES strings and cell line genomic features, predict the synergy score measuring deviation from expected non-interaction effect. (1) Drug 1: C1=C(C(=O)NC(=O)N1)F. Drug 2: CC1C(C(=O)NC(C(=O)N2CCCC2C(=O)N(CC(=O)N(C(C(=O)O1)C(C)C)C)C)C(C)C)NC(=O)C3=C4C(=C(C=C3)C)OC5=C(C(=O)C(=C(C5=N4)C(=O)NC6C(OC(=O)C(N(C(=O)CN(C(=O)C7CCCN7C(=O)C(NC6=O)C(C)C)C)C)C(C)C)C)N)C. Cell line: SN12C. Synergy scores: CSS=20.7, Synergy_ZIP=-0.134, Synergy_Bliss=-1.29, Synergy_Loewe=-0.441, Synergy_HSA=-0.585. (2) Drug 1: CC1=C2C(C(=O)C3(C(CC4C(C3C(C(C2(C)C)(CC1OC(=O)C(C(C5=CC=CC=C5)NC(=O)OC(C)(C)C)O)O)OC(=O)C6=CC=CC=C6)(CO4)OC(=O)C)OC)C)OC. Drug 2: CC1C(C(CC(O1)OC2CC(CC3=C2C(=C4C(=C3O)C(=O)C5=C(C4=O)C(=CC=C5)OC)O)(C(=O)CO)O)N)O.Cl. Cell line: NCI-H522. Synergy scores: CSS=51.7, Synergy_ZIP=-7.24, Synergy_Bliss=-10.5, Synergy_Loewe=-7.18, Synergy_HSA=-5.89.